From a dataset of Forward reaction prediction with 1.9M reactions from USPTO patents (1976-2016). Predict the product of the given reaction. (1) Given the reactants C([O:8][C:9]1[CH:14]=[CH:13][C:12]([CH2:15][CH2:16][Cl:17])=[C:11]([N+:18]([O-])=O)[CH:10]=1)C1C=CC=CC=1, predict the reaction product. The product is: [NH2:18][C:11]1[CH:10]=[C:9]([OH:8])[CH:14]=[CH:13][C:12]=1[CH2:15][CH2:16][Cl:17]. (2) The product is: [Br:1][C:2]1[C:3]([O:11][C:12]2[CH:17]=[CH:16][C:15]([F:18])=[CH:14][C:13]=2[F:19])=[CH:4][C:5]2[N:9]=[N:8][N:7]([CH:33]3[CH2:34][CH2:35][CH2:36][CH2:37][O:32]3)[C:6]=2[CH:10]=1. Given the reactants [Br:1][C:2]1[C:3]([O:11][C:12]2[CH:17]=[CH:16][C:15]([F:18])=[CH:14][C:13]=2[F:19])=[CH:4][C:5]2[N:9]=[N:8][NH:7][C:6]=2[CH:10]=1.O.C1(C)C=CC(S(O)(=O)=O)=CC=1.[O:32]1[CH:37]=[CH:36][CH2:35][CH2:34][CH2:33]1, predict the reaction product. (3) Given the reactants [CH:1]1[C:13]2[NH:12][C:11]3[C:6](=[CH:7][CH:8]=[CH:9][CH:10]=3)[C:5]=2[CH:4]=[C:3]([C:14]([O:16][CH2:17][CH3:18])=[O:15])[N:2]=1.[H-].[Na+].[CH2:21](Br)[C:22]1[CH:27]=[CH:26][CH:25]=[CH:24][CH:23]=1.C(N1C2C=NC(C(OC)=O)=CC=2C2C1=CC=CC=2)C1C=CC=CC=1, predict the reaction product. The product is: [CH2:21]([N:12]1[C:13]2[CH:1]=[N:2][C:3]([C:14]([O:16][CH2:17][CH3:18])=[O:15])=[CH:4][C:5]=2[C:6]2[C:11]1=[CH:10][CH:9]=[CH:8][CH:7]=2)[C:22]1[CH:27]=[CH:26][CH:25]=[CH:24][CH:23]=1. (4) Given the reactants [C:1](O)(=O)[CH2:2][CH3:3].[BH4-].[Na+].[CH3:8][O:9][C:10]1[CH:19]=[CH:18][CH:17]=[C:16]2[C:11]=1[CH2:12][CH2:13][C@H:14]([NH:20][CH2:21][CH2:22][C:23]1[S:24][CH:25]=[CH:26][CH:27]=1)[CH2:15]2.[OH-].[Na+], predict the reaction product. The product is: [CH3:8][O:9][C:10]1[CH:19]=[CH:18][CH:17]=[C:16]2[C:11]=1[CH2:12][CH2:13][C@H:14]([N:20]([CH2:1][CH2:2][CH3:3])[CH2:21][CH2:22][C:23]1[S:24][CH:25]=[CH:26][CH:27]=1)[CH2:15]2. (5) Given the reactants Cl[C:2]1[N:7]=[C:6]([C:8]2[N:12]3[CH:13]=[CH:14][CH:15]=[CH:16][C:11]3=[N:10][C:9]=2[C:17]2[CH:18]=[CH:19][C:20]([O:34][CH3:35])=[C:21]([CH:33]=2)[C:22]([NH:24][C:25]2[C:30]([F:31])=[CH:29][CH:28]=[CH:27][C:26]=2[F:32])=[O:23])[CH:5]=[CH:4][N:3]=1.[CH3:36][O:37][C:38]1[CH:44]=[C:43]([N:45]2[CH2:50][CH2:49][N:48]([S:51]([CH3:54])(=[O:53])=[O:52])[CH2:47][CH2:46]2)[CH:42]=[CH:41][C:39]=1[NH2:40].C1(C)C=CC(S(O)(=O)=O)=CC=1.C(O)C(F)(F)F.N, predict the reaction product. The product is: [F:32][C:26]1[CH:27]=[CH:28][CH:29]=[C:30]([F:31])[C:25]=1[NH:24][C:22](=[O:23])[C:21]1[CH:33]=[C:17]([C:9]2[N:10]=[C:11]3[CH:16]=[CH:15][CH:14]=[CH:13][N:12]3[C:8]=2[C:6]2[CH:5]=[CH:4][N:3]=[C:2]([NH:40][C:39]3[CH:41]=[CH:42][C:43]([N:45]4[CH2:46][CH2:47][N:48]([S:51]([CH3:54])(=[O:53])=[O:52])[CH2:49][CH2:50]4)=[CH:44][C:38]=3[O:37][CH3:36])[N:7]=2)[CH:18]=[CH:19][C:20]=1[O:34][CH3:35]. (6) Given the reactants [CH3:1][N:2]1[C:6]([C:7]2(O)[CH2:12][CH2:11][CH2:10][CH2:9][CH2:8]2)=[CH:5][CH:4]=[N:3]1.O.C1(C)C=CC(S(O)(=O)=O)=CC=1, predict the reaction product. The product is: [C:7]1([C:6]2[N:2]([CH3:1])[N:3]=[CH:4][CH:5]=2)[CH2:12][CH2:11][CH2:10][CH2:9][CH:8]=1. (7) Given the reactants P([O-])([O-])([O-])=O.[K+].[K+].[K+].[C:9]1([C:15]2[CH:20]=[CH:19][CH:18]=[CH:17][C:16]=2O)[CH:14]=[CH:13][CH:12]=[CH:11][CH:10]=1.BrC1C=CC=CC=1.C([NH2:35])CCCCC.CCCCCCCCCCCC, predict the reaction product. The product is: [C:9]1([CH2:15][CH2:16][CH2:17][CH2:18][CH2:19][CH2:20][NH2:35])[CH:14]=[CH:13][CH:12]=[CH:11][CH:10]=1. (8) Given the reactants [C:1]([C:3]1[C:4]([NH:32][C:33]2[C:34]([CH3:42])=[C:35]3[C:39](=[CH:40][CH:41]=2)[NH:38][CH:37]=[CH:36]3)=[C:5]([C:9]2[O:10][C:11]3[CH:17]=[CH:16][C:15]([CH2:18][N:19]4[CH2:24][CH2:23][N:22](C(OC(C)(C)C)=O)[CH2:21][CH2:20]4)=[CH:14][C:12]=3[CH:13]=2)[CH:6]=[N:7][CH:8]=1)#[N:2], predict the reaction product. The product is: [CH3:42][C:34]1[C:33]([NH:32][C:4]2[C:3]([C:1]#[N:2])=[CH:8][N:7]=[CH:6][C:5]=2[C:9]2[O:10][C:11]3[CH:17]=[CH:16][C:15]([CH2:18][N:19]4[CH2:24][CH2:23][NH:22][CH2:21][CH2:20]4)=[CH:14][C:12]=3[CH:13]=2)=[CH:41][CH:40]=[C:39]2[C:35]=1[CH:36]=[CH:37][NH:38]2. (9) Given the reactants [NH2:1][C:2]12[CH2:9][CH2:8][C:5]([CH2:10][CH2:11][C:12]3[C:21]4[C:16](=[CH:17][CH:18]=[C:19]([O:22][CH2:23][CH2:24][CH2:25][OH:26])[N:20]=4)[N:15]=[CH:14][C:13]=3[C:27]#[N:28])([CH2:6][CH2:7]1)[O:4][CH2:3]2.[O:29]=[C:30]1[CH2:35][O:34][C:33]2[CH:36]=[CH:37][C:38]([CH:40]=O)=[N:39][C:32]=2[NH:31]1, predict the reaction product. The product is: [OH:26][CH2:25][CH2:24][CH2:23][O:22][C:19]1[N:20]=[C:21]2[C:16](=[CH:17][CH:18]=1)[N:15]=[CH:14][C:13]([C:27]#[N:28])=[C:12]2[CH2:11][CH2:10][C:5]12[CH2:8][CH2:9][C:2]([NH:1][CH2:40][C:38]3[CH:37]=[CH:36][C:33]4[O:34][CH2:35][C:30](=[O:29])[NH:31][C:32]=4[N:39]=3)([CH2:7][CH2:6]1)[CH2:3][O:4]2.